From a dataset of Forward reaction prediction with 1.9M reactions from USPTO patents (1976-2016). Predict the product of the given reaction. Given the reactants Cl[CH2:2][C:3]1[S:7][C:6]([C:8]([O:10][CH2:11][CH3:12])=[O:9])=[N:5][C:4]=1[CH3:13].[N-:14]=[N+:15]=[N-:16].[Na+].O, predict the reaction product. The product is: [N:14]([CH2:2][C:3]1[S:7][C:6]([C:8]([O:10][CH2:11][CH3:12])=[O:9])=[N:5][C:4]=1[CH3:13])=[N+:15]=[N-:16].